From a dataset of Reaction yield outcomes from USPTO patents with 853,638 reactions. Predict the reaction yield, written as a fraction of the theoretical maximum amount of product (1.0 means a 100% yield; for example, 0.34 means a 34% yield). (1) The reactants are [C:1]([O:5][C:6](=[O:26])[NH:7][CH2:8][C:9](=O)[NH:10][C:11]1[CH:16]=[CH:15][C:14]([F:17])=[CH:13][C:12]=1[NH:18][C:19]1[CH:24]=[CH:23][CH:22]=[CH:21][CH:20]=1)([CH3:4])([CH3:3])[CH3:2]. The catalyst is CC(O)=O. The product is [C:1]([O:5][C:6](=[O:26])[NH:7][CH2:8][C:9]1[N:18]([C:19]2[CH:24]=[CH:23][CH:22]=[CH:21][CH:20]=2)[C:12]2[CH:13]=[C:14]([F:17])[CH:15]=[CH:16][C:11]=2[N:10]=1)([CH3:4])([CH3:3])[CH3:2]. The yield is 0.750. (2) The reactants are [CH2:1]=[O:2].OS(O)(=O)=O.C([N:11]1[C:15](=[O:16])[C:14]2=[CH:17][CH:18]=[CH:19][CH:20]=[C:13]2[C:12]1=[O:21])C=C.[OH2:22]. No catalyst specified. The product is [O:2]1[CH2:19][CH2:20][CH:13]([CH2:12][C:20]2[CH:19]=[CH:18][CH:17]=[C:14]3[C:15]([NH:11][C:12](=[O:21])[C:13]=23)=[O:16])[O:22][CH2:1]1. The yield is 0.540. (3) The reactants are [Cl:1][C:2]1[C:3]([NH:17][C@@H:18]([C:20]2[CH:25]=[CH:24][CH:23]=[C:22]([O:26]C)[CH:21]=2)[CH3:19])=[N:4][C:5]([NH:8][C:9]2[CH:10]=[C:11]([CH2:15]O)[CH:12]=[CH:13][CH:14]=2)=[N:6][CH:7]=1.C(Cl)Cl.B(Br)(Br)[Br:32].C([O-])(O)=O.[Na+]. The catalyst is C(=O)=O. The product is [Br:32][CH2:15][C:11]1[CH:10]=[C:9]([NH:8][C:5]2[N:4]=[C:3]([NH:17][C@@H:18]([C:20]3[CH:21]=[C:22]([OH:26])[CH:23]=[CH:24][CH:25]=3)[CH3:19])[C:2]([Cl:1])=[CH:7][N:6]=2)[CH:14]=[CH:13][CH:12]=1. The yield is 0.300. (4) The reactants are [CH3:1][S:2]([N:5]1[CH2:10][CH2:9][CH:8]([NH:11][C:12]([C:14]2[C:18]([NH2:19])=[CH:17][NH:16][N:15]=2)=[O:13])[CH2:7][CH2:6]1)(=[O:4])=[O:3].[Cl:20][C:21]1[CH:29]=[CH:28][CH:27]=[C:26]([F:30])[C:22]=1[C:23](O)=[O:24].C1C=CC2N(O)N=NC=2C=1.C(Cl)CCl. The catalyst is CN(C=O)C. The product is [CH3:1][S:2]([N:5]1[CH2:10][CH2:9][CH:8]([NH:11][C:12]([C:14]2[C:18]([NH:19][C:23](=[O:24])[C:22]3[C:26]([F:30])=[CH:27][CH:28]=[CH:29][C:21]=3[Cl:20])=[CH:17][NH:16][N:15]=2)=[O:13])[CH2:7][CH2:6]1)(=[O:4])=[O:3]. The yield is 0.110. (5) The reactants are C(OC([NH:11][CH2:12][C:13]([NH:15][C@@H:16]([C:20]([O:22][C:23]([CH3:26])([CH3:25])[CH3:24])=[O:21])[CH:17]([CH3:19])[CH3:18])=[O:14])=O)C1C=CC=CC=1.CC#N.[ClH:30].N1C=CC=CC=1. The catalyst is CCO.[Pd]. The product is [ClH:30].[NH2:11][CH2:12][C:13]([NH:15][C@@H:16]([C:20]([O:22][C:23]([CH3:25])([CH3:24])[CH3:26])=[O:21])[CH:17]([CH3:19])[CH3:18])=[O:14]. The yield is 0.810.